From a dataset of Forward reaction prediction with 1.9M reactions from USPTO patents (1976-2016). Predict the product of the given reaction. (1) Given the reactants [CH3:1][N:2]1[C:10]2[C:5](=[CH:6][C:7]([S:11]([N:14]3[CH2:18][CH2:17][CH2:16][C@H:15]3[CH2:19][O:20][C:21]3[CH:26]=[CH:25][CH:24]=[CH:23][CH:22]=3)(=[O:13])=[O:12])=[CH:8][CH:9]=2)[C:4](=[O:27])[C:3]1=[O:28].[CH3:29][S:30][C:31]1[CH:38]=[CH:37][C:34](CBr)=[CH:33][CH:32]=1, predict the reaction product. The product is: [CH3:29][S:30][C:31]1[CH:38]=[CH:37][C:34]([CH2:1][N:2]2[C:10]3[C:5](=[CH:6][C:7]([S:11]([N:14]4[CH2:18][CH2:17][CH2:16][C@H:15]4[CH2:19][O:20][C:21]4[CH:26]=[CH:25][CH:24]=[CH:23][CH:22]=4)(=[O:12])=[O:13])=[CH:8][CH:9]=3)[C:4](=[O:27])[C:3]2=[O:28])=[CH:33][CH:32]=1. (2) The product is: [Br:12][CH2:11][C:1]1[CH:2]=[C:3]([CH2:7][C:8]([OH:10])=[O:9])[CH:4]=[CH:5][CH:6]=1. Given the reactants [C:1]1([CH3:11])[CH:6]=[CH:5][CH:4]=[C:3]([CH2:7][C:8]([OH:10])=[O:9])[CH:2]=1.[Br:12]N1C(=O)CCC1=O.C(OCCCC)(=O)C, predict the reaction product. (3) Given the reactants [CH2:1]([C:3]1([CH2:15][CH3:16])[CH2:14][CH2:13][C:6]2=[C:7]([C:10]([OH:12])=[O:11])[S:8][CH:9]=[C:5]2[CH2:4]1)[CH3:2].[Li][CH2:18][CH2:19]CC.C(I)C, predict the reaction product. The product is: [CH2:18]([C:9]1[S:8][C:7]([C:10]([OH:12])=[O:11])=[C:6]2[CH2:13][CH2:14][C:3]([CH2:1][CH3:2])([CH2:15][CH3:16])[CH2:4][C:5]=12)[CH3:19]. (4) Given the reactants [NH2:1][C:2]1[C:11]2[CH2:10][C:9](=[O:12])[CH2:8][CH2:7][C:6]=2[N:5]=[CH:4][CH:3]=1.[BH4-].[Na+].O, predict the reaction product. The product is: [NH2:1][C:2]1[C:11]2[CH2:10][CH:9]([OH:12])[CH2:8][CH2:7][C:6]=2[N:5]=[CH:4][CH:3]=1. (5) Given the reactants Br[C:2]1[N:3]([CH2:12][O:13][CH2:14][CH2:15][Si:16]([CH3:19])([CH3:18])[CH3:17])[C:4]([C:8]([O:10][CH3:11])=[O:9])=[C:5]([Br:7])[N:6]=1.CC1(C)C(C)(C)OB([C:28]2[CH:33]=[CH:32][N:31]=[C:30]([NH:34][C:35](=[O:37])[CH3:36])[CH:29]=2)O1, predict the reaction product. The product is: [C:35]([NH:34][C:30]1[CH:29]=[C:28]([C:2]2[N:3]([CH2:12][O:13][CH2:14][CH2:15][Si:16]([CH3:19])([CH3:18])[CH3:17])[C:4]([C:8]([O:10][CH3:11])=[O:9])=[C:5]([Br:7])[N:6]=2)[CH:33]=[CH:32][N:31]=1)(=[O:37])[CH3:36]. (6) Given the reactants [C:1]([O:5][C:6]([NH:8][C:9]1([C:18]([OH:20])=[O:19])[C:17]2[C:12](=[CH:13][CH:14]=[CH:15][CH:16]=2)[CH2:11][CH2:10]1)=[O:7])([CH3:4])([CH3:3])[CH3:2].C(=O)([O-])[O-].[Cs+].[Cs+].[CH2:27](Br)[C:28]1[CH:33]=[CH:32][CH:31]=[CH:30][CH:29]=1, predict the reaction product. The product is: [C:1]([O:5][C:6]([NH:8][C:9]1([C:18]([O:20][CH2:27][C:28]2[CH:33]=[CH:32][CH:31]=[CH:30][CH:29]=2)=[O:19])[C:17]2[C:12](=[CH:13][CH:14]=[CH:15][CH:16]=2)[CH2:11][CH2:10]1)=[O:7])([CH3:4])([CH3:2])[CH3:3].